This data is from TCR-epitope binding with 47,182 pairs between 192 epitopes and 23,139 TCRs. The task is: Binary Classification. Given a T-cell receptor sequence (or CDR3 region) and an epitope sequence, predict whether binding occurs between them. (1) The epitope is RIFTIGTVTLK. The TCR CDR3 sequence is CASSSTVEAFF. Result: 1 (the TCR binds to the epitope). (2) The epitope is YLQPRTFLL. The TCR CDR3 sequence is CSAEPGTSGRDDLTQYF. Result: 1 (the TCR binds to the epitope). (3) Result: 1 (the TCR binds to the epitope). The TCR CDR3 sequence is CASSQESTGGNSPLHF. The epitope is ILGLPTQTV. (4) The epitope is KLSYGIATV. The TCR CDR3 sequence is CSARDGTSAEYF. Result: 0 (the TCR does not bind to the epitope).